From a dataset of Forward reaction prediction with 1.9M reactions from USPTO patents (1976-2016). Predict the product of the given reaction. (1) Given the reactants [CH2:1]([O:8][C:9]([NH:11][C@@H:12]1[CH2:17][C@H:16](OS(C)(=O)=O)[CH2:15][CH2:14][C@@H:13]1[C:23]([O:25][CH3:26])=[O:24])=[O:10])[C:2]1[CH:7]=[CH:6][CH:5]=[CH:4][CH:3]=1.[N-:27]=[N+:28]=[N-:29].[Na+].C([O-])(O)=O.[Na+].O, predict the reaction product. The product is: [N:27]([C@H:16]1[CH2:15][CH2:14][C@H:13]([C:23]([O:25][CH3:26])=[O:24])[C@H:12]([NH:11][C:9]([O:8][CH2:1][C:2]2[CH:7]=[CH:6][CH:5]=[CH:4][CH:3]=2)=[O:10])[CH2:17]1)=[N+:28]=[N-:29]. (2) The product is: [C:23]([C:22]1[CH:25]=[CH:26][C:27]([O:28][CH3:29])=[C:20]([NH:19][C:2]2[CH:3]=[C:4]([NH:13][CH2:14][C:15]([F:18])([F:17])[F:16])[C:5]3[N:6]([C:8]([C:11]#[N:12])=[CH:9][N:10]=3)[N:7]=2)[CH:21]=1)#[N:24]. Given the reactants Cl[C:2]1[CH:3]=[C:4]([NH:13][CH2:14][C:15]([F:18])([F:17])[F:16])[C:5]2[N:6]([C:8]([C:11]#[N:12])=[CH:9][N:10]=2)[N:7]=1.[NH2:19][C:20]1[CH:21]=[C:22]([CH:25]=[CH:26][C:27]=1[O:28][CH3:29])[C:23]#[N:24].C(P(C(C)(C)C)C1(C)CC1(C1C=CC=CC=1)C1C=CC=CC=1)(C)(C)C.CC(C)([O-])C.[Na+].C(O)(C(F)(F)F)=O, predict the reaction product. (3) Given the reactants [Br:1][CH2:2][CH2:3][CH2:4][CH2:5][C:6]1([C:19](Cl)=[O:20])[C:18]2[CH:17]=[CH:16][CH:15]=[CH:14][C:13]=2[C:12]2[C:7]1=[CH:8][CH:9]=[CH:10][CH:11]=2.Cl.[F:23][C:24]([F:28])([F:27])[CH2:25][NH2:26].C(N(CC)CC)C, predict the reaction product. The product is: [F:23][C:24]([F:28])([F:27])[CH2:25][NH:26][C:19]([C:6]1([CH2:5][CH2:4][CH2:3][CH2:2][Br:1])[C:18]2[CH:17]=[CH:16][CH:15]=[CH:14][C:13]=2[C:12]2[C:7]1=[CH:8][CH:9]=[CH:10][CH:11]=2)=[O:20]. (4) The product is: [Br:1][C:2]1[CH:3]=[CH:4][C:5]([C:6]([N:8]([CH3:13])[CH3:9])=[O:7])=[CH:14][CH:15]=1. Given the reactants [Br:1][C:2]1[CH:15]=[CH:14][C:5]([C:6]([N:8]2[CH2:13]COC[CH2:9]2)=[O:7])=[CH:4][CH:3]=1.BrC1C=CC(C(Cl)=O)=CC=1.CNC, predict the reaction product. (5) The product is: [CH3:14][C:15]1[CH:16]=[C:17]([CH3:18])[N:7]2[N:6]=[C:4]([OH:5])[C:3]([C:8]3[CH:13]=[CH:12][CH:11]=[CH:10][CH:9]=3)=[C:1]2[N:2]=1. Given the reactants [C:1]([CH:3]([C:8]1[CH:13]=[CH:12][CH:11]=[CH:10][CH:9]=1)[C:4]([NH:6][NH2:7])=[O:5])#[N:2].[CH3:14][C:15](=O)[CH2:16][C:17](=O)[CH3:18], predict the reaction product. (6) Given the reactants [N+]([O:4][C@H:5]([CH2:12][O:13][N+]([O-])=O)[CH2:6][CH2:7][CH2:8][C:9](O)=[O:10])([O-])=O.[N+:17]([O:20][CH:21]([CH2:29][O:30][N+:31]([O-:33])=[O:32])[CH2:22][O:23][CH2:24][CH2:25][C:26]([OH:28])=[O:27])([O-:19])=[O:18], predict the reaction product. The product is: [N+:17]([O:20][CH:21]([CH2:29][O:30][N+:31]([O-:33])=[O:32])[CH2:22][O:23][CH2:24][CH2:25][C:26]([O:28][C@@H:8]1[CH2:9][O:10][C@@H:6]2[C@H:5]([OH:4])[CH2:12][O:13][C@H:7]12)=[O:27])([O-:19])=[O:18]. (7) Given the reactants [CH3:1][C:2]1[O:6][C:5]([C:7]2[CH:12]=[CH:11][CH:10]=[CH:9][CH:8]=2)=[N:4][C:3]=1[CH2:13][CH2:14][O:15][C:16]1[CH:21]=[CH:20][C:19]([CH2:22][C@H:23]([N:28]2[CH:32]=[CH:31][CH:30]=[CH:29]2)[C:24]([NH:26][NH2:27])=[O:25])=[CH:18][CH:17]=1.[CH3:33]S(O)(=O)=O.O.O1[CH2:44][CH2:43]OCC1, predict the reaction product. The product is: [CH2:43]([C:44]1[O:25][C:24]([CH:23]([N:28]2[CH:32]=[CH:31][CH:30]=[CH:29]2)[CH2:22][C:19]2[CH:20]=[CH:21][C:16]([O:15][CH2:14][CH2:13][C:3]3[N:4]=[C:5]([C:7]4[CH:8]=[CH:9][CH:10]=[CH:11][CH:12]=4)[O:6][C:2]=3[CH3:1])=[CH:17][CH:18]=2)=[N:26][N:27]=1)[CH3:33].